This data is from Forward reaction prediction with 1.9M reactions from USPTO patents (1976-2016). The task is: Predict the product of the given reaction. (1) Given the reactants [Si]([O:8][CH2:9][C:10]1[N:15]=[CH:14][C:13]2[N:16]=[CH:17][N:18]([C:19]3[S:23][C:22]([C:24]([NH2:26])=[O:25])=[C:21]([O:27][C@H:28]([C:30]4[CH:35]=[CH:34][CH:33]=[CH:32][C:31]=4[C:36]([F:39])([F:38])[F:37])[CH3:29])[CH:20]=3)[C:12]=2[CH:11]=1)(C(C)(C)C)(C)C.[F-].C([N+](CCCC)(CCCC)CCCC)CCC, predict the reaction product. The product is: [OH:8][CH2:9][C:10]1[N:15]=[CH:14][C:13]2[N:16]=[CH:17][N:18]([C:19]3[S:23][C:22]([C:24]([NH2:26])=[O:25])=[C:21]([O:27][C@H:28]([C:30]4[CH:35]=[CH:34][CH:33]=[CH:32][C:31]=4[C:36]([F:37])([F:38])[F:39])[CH3:29])[CH:20]=3)[C:12]=2[CH:11]=1. (2) Given the reactants [N:1]1([C:7]2[CH:8]=[CH:9][C:10]3[N:11]([C:13]([C:16]([F:19])([F:18])[F:17])=[N:14][N:15]=3)[N:12]=2)[CH2:6][CH2:5][NH:4][CH2:3][CH2:2]1.[CH:20]1([CH:26]=O)[CH2:25][CH2:24][CH2:23][CH2:22][CH2:21]1, predict the reaction product. The product is: [CH:20]1([CH2:26][N:4]2[CH2:3][CH2:2][N:1]([C:7]3[CH:8]=[CH:9][C:10]4[N:11]([C:13]([C:16]([F:17])([F:18])[F:19])=[N:14][N:15]=4)[N:12]=3)[CH2:6][CH2:5]2)[CH2:25][CH2:24][CH2:23][CH2:22][CH2:21]1.